From a dataset of Reaction yield outcomes from USPTO patents with 853,638 reactions. Predict the reaction yield, written as a fraction of the theoretical maximum amount of product (1.0 means a 100% yield; for example, 0.34 means a 34% yield). (1) The reactants are [Cl:1][C:2]1[CH:9]=[C:8](F)[CH:7]=[CH:6][C:3]=1[C:4]#[N:5].[C:11]([C:13]1[CH:24]=[CH:23][C:16]([CH2:17][C@@H:18]([C:20]([OH:22])=[O:21])[NH2:19])=[CH:15][CH:14]=1)#[N:12].C(=O)([O-])[O-].[Cs+].[Cs+].C(OCC)(=O)C. The catalyst is CS(C)=O. The product is [Cl:1][C:2]1[CH:9]=[C:8]([NH:19][C@H:18]([C:20]([OH:22])=[O:21])[CH2:17][C:16]2[CH:15]=[CH:14][C:13]([C:11]#[N:12])=[CH:24][CH:23]=2)[CH:7]=[CH:6][C:3]=1[C:4]#[N:5]. The yield is 0.920. (2) The reactants are [OH-].[K+].[NH2:3][C:4]1[N+:9]([O-:10])=[C:8]([NH:11][CH2:12][CH2:13][CH2:14][CH2:15][CH2:16][CH3:17])[CH:7]=[C:6](Cl)[N:5]=1.[H][H]. The catalyst is C(O)C.[Pd]. The product is [NH2:3][C:4]1[N+:9]([O-:10])=[C:8]([NH:11][CH2:12][CH2:13][CH2:14][CH2:15][CH2:16][CH3:17])[CH:7]=[CH:6][N:5]=1. The yield is 0.530. (3) The reactants are Br[C:2]1[CH:7]=[CH:6][CH:5]=[CH:4][C:3]=1Br.[NH2:9][C:10]1[CH:15]=[CH:14][C:13]([C:16]2[CH:21]=[CH:20][CH:19]=[CH:18][CH:17]=2)=[CH:12][CH:11]=1. No catalyst specified. The product is [C:2]1([C:16]2[CH:21]=[CH:20][CH:19]=[CH:18][CH:17]=2)[CH:7]=[CH:6][C:5]([NH:9][C:10]2[C:11]([NH:9][C:10]3[CH:11]=[CH:12][C:13]([C:16]4[CH:21]=[CH:20][CH:19]=[CH:18][CH:17]=4)=[CH:14][CH:15]=3)=[CH:12][CH:13]=[CH:14][CH:15]=2)=[CH:4][CH:3]=1. The yield is 0.800. (4) The reactants are Cl[C:2]1[N:7]=[C:6]([NH:8]NCC#C)[N:5]=[C:4]([NH:13]NCCC)[N:3]=1.[Cl:18][C:19]1[C:20]([CH3:27])=[C:21]([CH:24]=[CH:25][CH:26]=1)[CH2:22][NH2:23].C([O-])(O)=O.[Na+]. The catalyst is O1CCOCC1. The product is [Cl:18][C:19]1[C:20]([CH3:27])=[C:21]([CH:24]=[CH:25][CH:26]=1)[CH2:22][NH:23][C:2]1[N:3]=[C:4]([NH:13][CH2:22][CH2:21][CH3:24])[N:5]=[C:6]([NH:8][CH2:20][C:19]#[CH:26])[N:7]=1. The yield is 0.850. (5) No catalyst specified. The yield is 0.550. The product is [C:1]([O:4][C@@H:5]1[C@@H:18]([O:19][C:20](=[O:22])[CH3:21])[C@H:17]([O:23][C:24](=[O:26])[CH3:25])[CH2:16][S:15][C@H:6]1[O:7][C:8]1[CH:13]=[CH:12][CH:11]=[C:10]([C:31]2[CH:32]=[N:33][C:28]([F:27])=[CH:29][CH:30]=2)[CH:9]=1)(=[O:3])[CH3:2]. The reactants are [C:1]([O:4][C@@H:5]1[C@@H:18]([O:19][C:20](=[O:22])[CH3:21])[C@H:17]([O:23][C:24](=[O:26])[CH3:25])[CH2:16][S:15][C@H:6]1[O:7][C:8]1[CH:13]=[CH:12][CH:11]=[C:10](I)[CH:9]=1)(=[O:3])[CH3:2].[F:27][C:28]1[N:33]=[CH:32][C:31](B(O)O)=[CH:30][CH:29]=1. (6) The reactants are [CH3:1][O:2][C:3]1[CH:8]=[CH:7][C:6]([CH2:9][CH2:10][CH3:11])=[CH:5][C:4]=1[O:12][CH3:13].C(C1C(=O)C(Cl)=C(Cl)C(=[O:19])C=1C#N)#N.C(O)(=O)C. The catalyst is O1CCOCC1. The product is [CH3:13][O:12][C:4]1[CH:5]=[C:6]([CH:7]=[CH:8][C:3]=1[O:2][CH3:1])[CH:9]=[CH:10][CH:11]=[O:19]. The yield is 0.600.